From a dataset of Catalyst prediction with 721,799 reactions and 888 catalyst types from USPTO. Predict which catalyst facilitates the given reaction. (1) Reactant: N1C=CC=CC=1.ClC(Cl)(O[C:11](=[O:17])OC(Cl)(Cl)Cl)Cl.[CH3:19][C@H:20]1[CH2:25][CH2:24][CH2:23][C@@H:22]([CH3:26])[NH:21]1.C[C@H]1CCC[C@@H](C)N1.C(Cl)(=O)N.CCN(C(C)C)C(C)C.[F:48][C:49]1[CH:50]=[CH:51][C:52]([NH:55][NH2:56])=[N:53][CH:54]=1. Product: [F:48][C:49]1[CH:50]=[CH:51][C:52]([NH:55][NH:56][C:11]([N:21]2[C@H:22]([CH3:26])[CH2:23][CH2:24][CH2:25][C@@H:20]2[CH3:19])=[O:17])=[N:53][CH:54]=1. The catalyst class is: 2. (2) Reactant: Br[C:2]1[CH:7]=[CH:6][C:5]([O:8][C@H:9]2[CH2:14][CH2:13][C@H:12]([CH2:15][CH3:16])[CH2:11][CH2:10]2)=[CH:4][CH:3]=1.CC1(C)C(C)(C)OB([C:25]2[CH2:30][CH2:29][N:28]([C:31]([O:33][C:34]([CH3:37])([CH3:36])[CH3:35])=[O:32])[CH2:27][CH:26]=2)O1.C([O-])([O-])=O.[Cs+].[Cs+]. Product: [CH2:15]([C@H:12]1[CH2:11][CH2:10][C@H:9]([O:8][C:5]2[CH:4]=[CH:3][C:2]([C:25]3[CH2:30][CH2:29][N:28]([C:31]([O:33][C:34]([CH3:35])([CH3:36])[CH3:37])=[O:32])[CH2:27][CH:26]=3)=[CH:7][CH:6]=2)[CH2:14][CH2:13]1)[CH3:16]. The catalyst class is: 75. (3) Reactant: [CH3:1][O:2][C:3]1[CH:4]=[C:5]([CH2:18][NH2:19])[CH:6]=[CH:7][C:8]=1[O:9][CH2:10][C:11]1[CH:12]=[N:13][C:14]([CH3:17])=[CH:15][CH:16]=1.Cl[C:21]1[C:26]([N+:27]([O-:29])=[O:28])=[CH:25][C:24]([I:30])=[CH:23][N:22]=1.C(N(CC)C(C)C)(C)C. Product: [I:30][C:24]1[CH:25]=[C:26]([N+:27]([O-:29])=[O:28])[C:21]([NH:19][CH2:18][C:5]2[CH:6]=[CH:7][C:8]([O:9][CH2:10][C:11]3[CH:12]=[N:13][C:14]([CH3:17])=[CH:15][CH:16]=3)=[C:3]([O:2][CH3:1])[CH:4]=2)=[N:22][CH:23]=1. The catalyst class is: 47. (4) Reactant: [Cl:1][C:2]1[CH:18]=[C:17]([Cl:19])[CH:16]=[CH:15][C:3]=1[CH2:4][NH:5][C:6](=[O:14])[C:7]1[CH:12]=[CH:11][N:10]=[C:9]([OH:13])[CH:8]=1.Br[CH2:21][CH2:22][O:23][CH2:24][CH3:25].C(=O)([O-])[O-].[K+].[K+]. Product: [Cl:1][C:2]1[CH:18]=[C:17]([Cl:19])[CH:16]=[CH:15][C:3]=1[CH2:4][NH:5][C:6]([C:7]1[CH:12]=[CH:11][N:10]([CH2:21][CH2:22][O:23][CH2:24][CH3:25])[C:9](=[O:13])[CH:8]=1)=[O:14]. The catalyst class is: 10. (5) Reactant: [Cl:1][C:2]1[C:25]([C:26]([F:29])([F:28])[F:27])=[CH:24][CH:23]=[CH:22][C:3]=1[C:4]([NH:6][CH:7]([C:14]12[CH2:19][CH:17]([CH2:18]1)[CH2:16][N:15]2[CH2:20][CH3:21])[C:8]1[CH:13]=[CH:12][CH:11]=[CH:10][CH:9]=1)=[O:5].Cl. Product: [ClH:1].[Cl:1][C:2]1[C:25]([C:26]([F:29])([F:27])[F:28])=[CH:24][CH:23]=[CH:22][C:3]=1[C:4]([NH:6][CH:7]([C:14]12[CH2:19][CH:17]([CH2:18]1)[CH2:16][N:15]2[CH2:20][CH3:21])[C:8]1[CH:13]=[CH:12][CH:11]=[CH:10][CH:9]=1)=[O:5]. The catalyst class is: 363. (6) Product: [C:1]([O:5][C:6](=[O:13])[NH:7][C@@H:8]1[CH2:12][CH2:11][N:10]([C:18](=[O:19])[C:17]2[C:21]([O:25][CH3:26])=[CH:22][CH:23]=[CH:24][C:16]=2[O:15][CH3:14])[CH2:9]1)([CH3:4])([CH3:2])[CH3:3]. Reactant: [C:1]([O:5][C:6](=[O:13])[NH:7][C@@H:8]1[CH2:12][CH2:11][NH:10][CH2:9]1)([CH3:4])([CH3:3])[CH3:2].[CH3:14][O:15][C:16]1[CH:24]=[CH:23][CH:22]=[C:21]([O:25][CH3:26])[C:17]=1[C:18](Cl)=[O:19].CCN(CC)CC. The catalyst class is: 2. (7) The catalyst class is: 5. Reactant: C[O:2][C:3]([C:5]12[N:12]([CH2:13][C:14]3[CH:19]=[CH:18][CH:17]=[CH:16][CH:15]=3)[C:11](=[O:20])[CH:10]3[CH2:21][CH:7]([CH2:8][CH:9]13)[CH2:6]2)=[O:4].C(Cl)Cl.[Li+].[OH-]. Product: [CH2:13]([N:12]1[C:11](=[O:20])[CH:10]2[CH2:21][CH:7]3[CH2:8][CH:9]2[C:5]1([C:3]([OH:4])=[O:2])[CH2:6]3)[C:14]1[CH:15]=[CH:16][CH:17]=[CH:18][CH:19]=1. (8) Reactant: [NH2:1][CH2:2][C@@H:3]1[CH2:7][CH2:6][CH2:5][N:4]1[CH2:8][CH3:9].[CH3:10][O:11][C:12]1[CH:21]=[CH:20][C:19]([S:22](=[O:25])(=[O:24])[NH2:23])=[CH:18][C:13]=1[C:14](OC)=[O:15]. Product: [CH3:9][CH2:8][N:4]1[C@H:3]([CH2:2][NH:1][C:14]([C:13]2[CH:18]=[C:19]([S:22]([NH2:23])(=[O:25])=[O:24])[CH:20]=[CH:21][C:12]=2[O:11][CH3:10])=[O:15])[CH2:7][CH2:6][CH2:5]1. The catalyst class is: 51. (9) Reactant: Br[C:2]1[CH:3]=[C:4]2[C:10]([NH:11][C:12]([C:14]3[CH:15]=[N:16][N:17]([CH2:19][C:20]4[CH:25]=[CH:24][CH:23]=[CH:22][CH:21]=4)[CH:18]=3)=[O:13])=[CH:9][N:8]([S:26]([C:29]3[CH:34]=[CH:33][C:32]([CH3:35])=[CH:31][CH:30]=3)(=[O:28])=[O:27])[C:5]2=[N:6][CH:7]=1.[C:36]([O-:39])([O-])=O.[K+].[K+].Cl.Cl[CH2:44][CH2:45][CH2:46][N:47]([CH3:49])[CH3:48]. Product: [CH3:48][N:47]([CH3:49])[CH2:46][CH2:45][CH2:44][O:39][C:36]1[CH:5]=[CH:4][C:3]([C:2]2[CH:3]=[C:4]3[C:10]([NH:11][C:12]([C:14]4[CH:15]=[N:16][N:17]([CH2:19][C:20]5[CH:25]=[CH:24][CH:23]=[CH:22][CH:21]=5)[CH:18]=4)=[O:13])=[CH:9][N:8]([S:26]([C:29]4[CH:34]=[CH:33][C:32]([CH3:35])=[CH:31][CH:30]=4)(=[O:28])=[O:27])[C:5]3=[N:6][CH:7]=2)=[CH:2][CH:7]=1. The catalyst class is: 3.